This data is from Peptide-MHC class II binding affinity with 134,281 pairs from IEDB. The task is: Regression. Given a peptide amino acid sequence and an MHC pseudo amino acid sequence, predict their binding affinity value. This is MHC class II binding data. (1) The peptide sequence is KDNSIYIVKQSECAV. The MHC is DRB1_0101 with pseudo-sequence DRB1_0101. The binding affinity (normalized) is 0.619. (2) The peptide sequence is PLLFITGNTLQCIML. The MHC is DRB1_0101 with pseudo-sequence DRB1_0101. The binding affinity (normalized) is 0.797. (3) The peptide sequence is EPFLKTTPRPLRLPD. The MHC is DRB1_0901 with pseudo-sequence DRB1_0901. The binding affinity (normalized) is 0.566. (4) The peptide sequence is SQDLKLSWNLNGLQAY. The MHC is DRB1_0802 with pseudo-sequence DRB1_0802. The binding affinity (normalized) is 0.0983. (5) The MHC is HLA-DPA10201-DPB10101 with pseudo-sequence HLA-DPA10201-DPB10101. The binding affinity (normalized) is 0.412. The peptide sequence is YCDMMSLNLTIVSVS. (6) The peptide sequence is VLSYVIGLLPQDMVI. The MHC is H-2-IAb with pseudo-sequence H-2-IAb. The binding affinity (normalized) is 0.138. (7) The binding affinity (normalized) is 0.145. The MHC is DRB1_0101 with pseudo-sequence DRB1_0101. The peptide sequence is HPIMHYTKFEDYNFQ. (8) The peptide sequence is THGIRPVVSTQLLLY. The MHC is H-2-IEk with pseudo-sequence H-2-IEk. The binding affinity (normalized) is 0.540. (9) The peptide sequence is TFHVEKGSNPNYLAL. The MHC is HLA-DQA10401-DQB10402 with pseudo-sequence HLA-DQA10401-DQB10402. The binding affinity (normalized) is 0.0479.